Dataset: Reaction yield outcomes from USPTO patents with 853,638 reactions. Task: Predict the reaction yield, written as a fraction of the theoretical maximum amount of product (1.0 means a 100% yield; for example, 0.34 means a 34% yield). (1) The reactants are [OH:1][C:2]1[CH:7]=[CH:6][N:5]=[CH:4][C:3]=1[N+:8]([O-:10])=[O:9].[Br-:11]. The catalyst is O. The product is [Br:11][C:7]1[CH:6]=[N:5][CH:4]=[C:3]([N+:8]([O-:10])=[O:9])[C:2]=1[OH:1]. The yield is 0.760. (2) The reactants are [CH:1]1([CH2:6][CH:7]([C:11]2[CH:16]=[CH:15][C:14]([S:17]([C:20]([F:23])([F:22])[F:21])(=[O:19])=[O:18])=[CH:13][CH:12]=2)[C:8]([OH:10])=O)[CH2:5][CH2:4][CH2:3][CH2:2]1.C1(P(C2C=CC=CC=2)C2C=CC=CC=2)C=CC=CC=1.BrN1C(=O)CCC1=O.[NH2:51][C:52]1[S:53][CH:54]=[CH:55][N:56]=1. The catalyst is C(Cl)Cl. The product is [CH:1]1([CH2:6][CH:7]([C:11]2[CH:16]=[CH:15][C:14]([S:17]([C:20]([F:22])([F:23])[F:21])(=[O:18])=[O:19])=[CH:13][CH:12]=2)[C:8]([NH:51][C:52]2[S:53][CH:54]=[CH:55][N:56]=2)=[O:10])[CH2:5][CH2:4][CH2:3][CH2:2]1. The yield is 0.240. (3) The reactants are [CH2:1]1C2NC(=CC=2)CC2NC(=CC=2)CC2NC(=CC=2)CC2NC1=CC=2.[C:25]([CH2:28][CH2:29][CH2:30][C:31]([OH:33])=[O:32])(=[O:27])[CH3:26].Cl. The catalyst is CO. The product is [CH3:1][O:32][C:31](=[O:33])[CH2:30][CH2:29][CH2:28][C:25](=[O:27])[CH3:26]. The yield is 0.840. (4) The reactants are [Cl:1][C:2]1[CH:21]=[CH:20][C:5]([C:6]([C@H:8]2[CH2:12][CH2:11][CH2:10][N:9]2[C:13]([O:15][C:16]([CH3:19])([CH3:18])[CH3:17])=[O:14])=[O:7])=[CH:4][C:3]=1[F:22].CCC(C)[BH-](C(C)CC)C(C)CC.[Li+]. The catalyst is C1COCC1. The product is [Cl:1][C:2]1[CH:21]=[CH:20][C:5]([C@@H:6]([OH:7])[C@H:8]2[CH2:12][CH2:11][CH2:10][N:9]2[C:13]([O:15][C:16]([CH3:17])([CH3:19])[CH3:18])=[O:14])=[CH:4][C:3]=1[F:22]. The yield is 0.600. (5) The product is [CH3:2][C:3]1([CH3:24])[C:11]2[C:6](=[CH:7][CH:8]=[CH:9][CH:10]=2)[N:5]([C@@H:12]([C:17]2[CH:22]=[CH:21][CH:20]=[CH:19][CH:18]=2)[CH2:13][CH2:14][NH:15][CH3:16])[CH2:4]1. The reactants are Cl.[CH3:2][C:3]1([CH3:24])[C:11]2[C:6](=[CH:7][CH:8]=[CH:9][CH:10]=2)[N:5]([C@@H:12]([C:17]2[CH:22]=[CH:21][CH:20]=[CH:19][CH:18]=2)[CH2:13][CH2:14][NH:15][CH3:16])[C:4]1=O.B.Cl. The yield is 0.700. The catalyst is O1CCCC1. (6) The reactants are [NH2:1][C:2]1[CH:7]=[CH:6][C:5]([OH:8])=[C:4]([F:9])[C:3]=1[F:10].CC([O-])(C)C.[K+].Cl[C:18]1[CH:23]=[CH:22][N:21]=[C:20]([C:24]([NH2:26])=[O:25])[CH:19]=1. The catalyst is CN(C=O)C.O. The product is [NH2:1][C:2]1[CH:7]=[CH:6][C:5]([O:8][C:18]2[CH:23]=[CH:22][N:21]=[C:20]([C:24]([NH2:26])=[O:25])[CH:19]=2)=[C:4]([F:9])[C:3]=1[F:10]. The yield is 0.415. (7) The reactants are CC[CH2:3][CH2:4][CH2:5][CH2:6][CH2:7][CH2:8][CH2:9][CH3:10].[C:11]([OH:15])(C)(C)C.[Se](=O)=O.C1(C(C)=C)C=CC=CC=1. The catalyst is C(Cl)Cl.C(O)(=O)C. The product is [OH:15][CH2:11][C:9]([C:8]1[CH:3]=[CH:4][CH:5]=[CH:6][CH:7]=1)=[CH2:10]. The yield is 0.590.